This data is from Forward reaction prediction with 1.9M reactions from USPTO patents (1976-2016). The task is: Predict the product of the given reaction. Given the reactants [ClH:1].Cl.[CH3:3][CH:4]([C:23](=[O:25])[OH:24])[CH2:5][C@H:6]([C:8]([N:10]1[CH2:15][CH2:14][CH:13]([CH:16]2[CH2:21][CH2:20][N:19]([CH3:22])[CH2:18][CH2:17]2)[CH2:12][CH2:11]1)=[O:9])[NH2:7].[NH:26]1[C:34]2[C:29](=[CH:30][CH:31]=[C:32]([C:35](O)=[O:36])[CH:33]=2)[CH:28]=[CH:27]1, predict the reaction product. The product is: [ClH:1].[NH:26]1[C:34]2[C:29](=[CH:30][CH:31]=[C:32]([C:35]([NH:7][C@@H:6]([C:8]([N:10]3[CH2:15][CH2:14][CH:13]([CH:16]4[CH2:21][CH2:20][N:19]([CH3:22])[CH2:18][CH2:17]4)[CH2:12][CH2:11]3)=[O:9])[CH2:5][CH:4]([CH3:3])[C:23](=[O:24])[OH:25])=[O:36])[CH:33]=2)[CH:28]=[CH:27]1.